This data is from Reaction yield outcomes from USPTO patents with 853,638 reactions. The task is: Predict the reaction yield, written as a fraction of the theoretical maximum amount of product (1.0 means a 100% yield; for example, 0.34 means a 34% yield). (1) The reactants are C(NC(C)C)(C)C.[Li]CCCC.[CH3:13][O:14][C:15]1[CH:20]=[CH:19][CH:18]=[CH:17][N:16]=1.[B:21](OC(C)C)([O:26]C(C)C)[O:22]C(C)C. The catalyst is C1COCC1.O. The product is [CH3:13][O:14][C:15]1[C:20]([B:21]([OH:26])[OH:22])=[CH:19][CH:18]=[CH:17][N:16]=1. The yield is 0.400. (2) The reactants are C(N(CC)CC)C.[CH:8]([C:10]1[C:18]2[C:13](=[CH:14][CH:15]=[CH:16][CH:17]=2)[N:12](C(OC(C)(C)C)=O)[CH:11]=1)=[O:9].[N:26]1[C:27]([CH:35]=[N:36][C:37]2[CH:42]=[CH:41][CH:40]=[C:39]([O:43][CH3:44])[CH:38]=2)=[CH:28][N:29]2[C:34]=1[CH:33]=[CH:32][CH:31]=[N:30]2. The catalyst is [Cl-].C([N+]1C(C)=C(CCO)SC=1)C1C=CC=CC=1.C(O)C. The product is [N:26]1[C:27]([CH:35]([NH:36][C:37]2[CH:42]=[CH:41][CH:40]=[C:39]([O:43][CH3:44])[CH:38]=2)[C:8]([C:10]2[C:18]3[C:13](=[CH:14][CH:15]=[CH:16][CH:17]=3)[NH:12][CH:11]=2)=[O:9])=[CH:28][N:29]2[C:34]=1[CH:33]=[CH:32][CH:31]=[N:30]2. The yield is 0.160. (3) The reactants are O=[C:2]1[CH2:7][CH2:6][CH:5]([N:8]2[C:13](=[O:14])[C:12]([CH2:15][C:16]3[CH:21]=[CH:20][C:19]([C:22]4[CH:27]=[CH:26][CH:25]=[CH:24][C:23]=4[C:28]4[NH:32][C:31](=[O:33])[O:30][N:29]=4)=[CH:18][CH:17]=3)=[C:11]([CH2:34][CH2:35][CH3:36])[N:10]3[N:37]=[CH:38][N:39]=[C:9]23)[CH2:4][CH2:3]1.[NH2:40][O:41][CH:42]1[CH2:47][CH2:46][O:45][CH2:44][CH2:43]1.N1C=CC=CC=1.Cl. The catalyst is O.C(OCC)(=O)C. The product is [O:33]=[C:31]1[O:30][N:29]=[C:28]([C:23]2[CH:24]=[CH:25][CH:26]=[CH:27][C:22]=2[C:19]2[CH:18]=[CH:17][C:16]([CH2:15][C:12]3[C:13](=[O:14])[N:8]([CH:5]4[CH2:4][CH2:3][C:2](=[N:40][O:41][CH:42]5[CH2:47][CH2:46][O:45][CH2:44][CH2:43]5)[CH2:7][CH2:6]4)[C:9]4[N:10]([N:37]=[CH:38][N:39]=4)[C:11]=3[CH2:34][CH2:35][CH3:36])=[CH:21][CH:20]=2)[NH:32]1. The yield is 0.760. (4) The reactants are Br[C:2]1[C:14](=[O:15])[N:13]([CH2:16][CH:17]2[CH2:22][CH2:21][N:20]([C:23]([O:25][C:26]([CH3:29])([CH3:28])[CH3:27])=[O:24])[CH2:19][CH2:18]2)[C:5]2[N:6]=[C:7]([NH:10][CH2:11][CH3:12])[N:8]=[CH:9][C:4]=2[CH:3]=1.[Cl:30][C:31]1[CH:36]=[C:35]([C:37]2[CH:42]=[N:41][CH:40]=[C:39]([CH3:43])[N:38]=2)[CH:34]=[CH:33][C:32]=1B(O)O.C([O-])([O-])=O.[Cs+].[Cs+]. The catalyst is COCCOC.C(O)C.C1(C)C=CC=CC=1.O. The product is [Cl:30][C:31]1[CH:36]=[C:35]([C:37]2[CH:42]=[N:41][CH:40]=[C:39]([CH3:43])[N:38]=2)[CH:34]=[CH:33][C:32]=1[C:2]1[C:14](=[O:15])[N:13]([CH2:16][CH:17]2[CH2:18][CH2:19][N:20]([C:23]([O:25][C:26]([CH3:29])([CH3:28])[CH3:27])=[O:24])[CH2:21][CH2:22]2)[C:5]2[N:6]=[C:7]([NH:10][CH2:11][CH3:12])[N:8]=[CH:9][C:4]=2[CH:3]=1. The yield is 1.00. (5) The reactants are [Cl:1][C:2]1[C:3]([CH3:9])=[N:4][CH:5]=[C:6]([CH3:8])[CH:7]=1.ClC1C=CC=C(C(OO)=[O:18])C=1. The catalyst is ClCCl. The product is [Cl:1][C:2]1[C:3]([CH3:9])=[N+:4]([O-:18])[CH:5]=[C:6]([CH3:8])[CH:7]=1. The yield is 0.990. (6) The reactants are [Cl:1][C:2]1[CH:3]=[C:4]([CH:19]=[C:20]([Cl:22])[CH:21]=1)[CH2:5][O:6][C:7]1[CH:15]=[CH:14][CH:13]=[C:9]([C:10]([OH:12])=O)[C:8]=1[C:16]([OH:18])=O.Cl.[NH2:24][CH:25]1[CH2:31][CH2:30][C:29](=[O:32])[NH:28][C:26]1=[O:27]. The catalyst is N1C=CC=CC=1. The product is [Cl:22][C:20]1[CH:19]=[C:4]([CH:3]=[C:2]([Cl:1])[CH:21]=1)[CH2:5][O:6][C:7]1[CH:15]=[CH:14][CH:13]=[C:9]2[C:8]=1[C:16](=[O:18])[N:24]([CH:25]1[CH2:31][CH2:30][C:29](=[O:32])[NH:28][C:26]1=[O:27])[C:10]2=[O:12]. The yield is 0.840.